Dataset: Retrosynthesis with 50K atom-mapped reactions and 10 reaction types from USPTO. Task: Predict the reactants needed to synthesize the given product. (1) Given the product COc1ccc(C(=O)c2c(F)cccc2F)c(Cl)c1Cl, predict the reactants needed to synthesize it. The reactants are: COc1cccc(Cl)c1Cl.O=C(Cl)c1c(F)cccc1F. (2) Given the product NS(=O)(=O)OC[C@H]1C[C@@H](NC(=O)c2ccncc2)[C@H](OC(=O)c2ccccc2)[C@@H]1OC(=O)c1ccccc1, predict the reactants needed to synthesize it. The reactants are: NS(=O)(=O)Cl.O=C(N[C@@H]1C[C@H](CO)[C@@H](OC(=O)c2ccccc2)[C@H]1OC(=O)c1ccccc1)c1ccncc1. (3) Given the product COc1cc(CO)c(OC)c(C)c1C, predict the reactants needed to synthesize it. The reactants are: COc1cc(COC(C)=O)c(OC)c(C)c1C. (4) Given the product CC(=O)OCc1ccsc1Cl, predict the reactants needed to synthesize it. The reactants are: CC(=O)[O-].Clc1sccc1CBr. (5) Given the product CC(C)N(NC(=O)c1ccccc1)C(=O)CSc1ccccc1-c1ccccc1, predict the reactants needed to synthesize it. The reactants are: CC(C)N(NC(=O)c1ccccc1)C(=O)CSc1ccccc1Br.OB(O)c1ccccc1. (6) Given the product CC(C)(C)OC(=O)N1CCCC(=O)CCC1, predict the reactants needed to synthesize it. The reactants are: CCOC(=O)C1CCN(C(=O)OC(C)(C)C)CCCC1=O. (7) Given the product CCOC(=O)CSc1cnc(NC(=O)C(CC2CCCC2)c2ccc(S(C)(=O)=O)cc2)s1, predict the reactants needed to synthesize it. The reactants are: CCOC(=O)CSc1cnc(N)s1.CS(=O)(=O)c1ccc(C(CC2CCCC2)C(=O)O)cc1. (8) Given the product N#Cc1ccc(N(Cc2ccc(F)c(OC(=O)c3ccccc3)c2)n2cnnc2)cc1, predict the reactants needed to synthesize it. The reactants are: N#Cc1ccc(Nn2cnnc2)cc1.O=C(Oc1cc(CBr)ccc1F)c1ccccc1. (9) Given the product Cc1cc(-c2cncc(F)c2)cc(C(=O)Nc2nc(C3CCCC3)cs2)n1, predict the reactants needed to synthesize it. The reactants are: CCOC(=O)c1cc(-c2cncc(F)c2)cc(C)n1.Nc1nc(C2CCCC2)cs1. (10) Given the product COC(=O)c1cc(C(=O)c2ccc(NC(=O)OCC3c4ccccc4-c4ccccc43)cc2)ccc1NC(=O)c1ccc(Cl)cc1Cl, predict the reactants needed to synthesize it. The reactants are: COC(=O)c1cc(C(=O)c2ccc(NC(=O)OCC3c4ccccc4-c4ccccc43)cc2)ccc1N.O=C(Cl)c1ccc(Cl)cc1Cl.